This data is from Reaction yield outcomes from USPTO patents with 853,638 reactions. The task is: Predict the reaction yield, written as a fraction of the theoretical maximum amount of product (1.0 means a 100% yield; for example, 0.34 means a 34% yield). (1) The reactants are Br[C:2]1[CH:3]=[C:4]([C:24]([F:27])([F:26])[F:25])[N:5]2[CH2:22][CH2:21][N:20]([CH3:23])[C:7]3([CH2:12][CH2:11][N:10]([C:13]([O:15][C:16]([CH3:19])([CH3:18])[CH3:17])=[O:14])[CH2:9][CH2:8]3)[C:6]=12.[Li]CCCC.[Cl:33]C(Cl)(Cl)C(Cl)(Cl)Cl. The catalyst is C1COCC1. The product is [Cl:33][C:2]1[CH:3]=[C:4]([C:24]([F:27])([F:26])[F:25])[N:5]2[CH2:22][CH2:21][N:20]([CH3:23])[C:7]3([CH2:12][CH2:11][N:10]([C:13]([O:15][C:16]([CH3:19])([CH3:18])[CH3:17])=[O:14])[CH2:9][CH2:8]3)[C:6]=12. The yield is 0.530. (2) The reactants are [N:1]1([C:7]2[C:8]3[N:28]=[C:27]([CH2:29][N:30]4[CH2:33][CH:32]([N:34]5[CH2:39][CH2:38][O:37][CH2:36][CH2:35]5)[CH2:31]4)[S:26][C:9]=3[N:10]=[C:11]([Sn](CCCC)(CCCC)CCCC)[N:12]=2)[CH2:6][CH2:5][O:4][CH2:3][CH2:2]1.Br[C:41]1[CH:46]=[N:45][CH:44]=[C:43]2[NH:47][CH:48]=[CH:49][C:42]=12. The catalyst is O1CCOCC1.S1C=CC=C1C([O-])=O.[Cu+]. The product is [O:4]1[CH2:3][CH2:2][N:1]([C:7]2[C:8]3[N:28]=[C:27]([CH2:29][N:30]4[CH2:31][CH:32]([N:34]5[CH2:35][CH2:36][O:37][CH2:38][CH2:39]5)[CH2:33]4)[S:26][C:9]=3[N:10]=[C:11]([C:41]3[CH:46]=[N:45][CH:44]=[C:43]4[NH:47][CH:48]=[CH:49][C:42]=34)[N:12]=2)[CH2:6][CH2:5]1. The yield is 0.140. (3) The reactants are [O:1]([C:9]1[CH:17]=[C:16]2[C:12]([CH:13]=[CH:14][NH:15]2)=[CH:11][CH:10]=1)[Si:2]([C:5]([CH3:8])([CH3:7])[CH3:6])([CH3:4])[CH3:3].[C:18](O[C:18]([O:20][C:21]([CH3:24])([CH3:23])[CH3:22])=[O:19])([O:20][C:21]([CH3:24])([CH3:23])[CH3:22])=[O:19]. The catalyst is ClCCl.CN(C)C1C=CN=CC=1. The product is [C:21]([O:20][C:18]([N:15]1[C:16]2[C:12](=[CH:11][CH:10]=[C:9]([O:1][Si:2]([C:5]([CH3:8])([CH3:7])[CH3:6])([CH3:4])[CH3:3])[CH:17]=2)[CH:13]=[CH:14]1)=[O:19])([CH3:24])([CH3:23])[CH3:22]. The yield is 0.910. (4) The reactants are Br[CH2:2][C:3]([O:5][CH2:6][CH3:7])=[O:4].[N+:8]([C:11]1[CH:16]=[CH:15][C:14]([OH:17])=[CH:13][C:12]=1[C:18]([F:21])([F:20])[F:19])([O-:10])=[O:9].C(=O)([O-])[O-].[K+].[K+].Cl. The catalyst is CC(C)=O. The product is [C:3]([O:5][CH2:6][CH2:7][O:17][C:14]1[CH:15]=[CH:16][C:11]([N+:8]([O-:10])=[O:9])=[C:12]([C:18]([F:19])([F:20])[F:21])[CH:13]=1)(=[O:4])[CH3:2]. The yield is -1.00. (5) The reactants are [CH3:1][O:2][C:3]1[CH:10]=[CH:9][C:6]([CH:7]=[O:8])=[C:5]([O:11][CH2:12][C:13]2[CH:18]=[C:17]([O:19][CH2:20][CH2:21][CH2:22][CH2:23][CH2:24][CH2:25][CH2:26][CH2:27][CH2:28][CH2:29][CH2:30][CH2:31][CH2:32][CH2:33][CH2:34][CH2:35][CH2:36][CH3:37])[C:16]([O:38][CH2:39][CH2:40][CH2:41][CH2:42][CH2:43][CH2:44][CH2:45][CH2:46][CH2:47][CH2:48][CH2:49][CH2:50][CH2:51][CH2:52][CH2:53][CH2:54][CH2:55][CH3:56])=[C:15]([O:57][CH2:58][CH2:59][CH2:60][CH2:61][CH2:62][CH2:63][CH2:64][CH2:65][CH2:66][CH2:67][CH2:68][CH2:69][CH2:70][CH2:71][CH2:72][CH2:73][CH2:74][CH3:75])[CH:14]=2)[CH:4]=1.[BH4-].[Na+].Cl. The catalyst is C1COCC1.CO. The product is [CH3:1][O:2][C:3]1[CH:10]=[CH:9][C:6]([CH2:7][OH:8])=[C:5]([O:11][CH2:12][C:13]2[CH:18]=[C:17]([O:19][CH2:20][CH2:21][CH2:22][CH2:23][CH2:24][CH2:25][CH2:26][CH2:27][CH2:28][CH2:29][CH2:30][CH2:31][CH2:32][CH2:33][CH2:34][CH2:35][CH2:36][CH3:37])[C:16]([O:38][CH2:39][CH2:40][CH2:41][CH2:42][CH2:43][CH2:44][CH2:45][CH2:46][CH2:47][CH2:48][CH2:49][CH2:50][CH2:51][CH2:52][CH2:53][CH2:54][CH2:55][CH3:56])=[C:15]([O:57][CH2:58][CH2:59][CH2:60][CH2:61][CH2:62][CH2:63][CH2:64][CH2:65][CH2:66][CH2:67][CH2:68][CH2:69][CH2:70][CH2:71][CH2:72][CH2:73][CH2:74][CH3:75])[CH:14]=2)[CH:4]=1. The yield is 0.970.